From a dataset of Catalyst prediction with 721,799 reactions and 888 catalyst types from USPTO. Predict which catalyst facilitates the given reaction. Reactant: [N:1]1([C:6]2[CH:7]=[C:8]([C:17]3[S:18][C:19]([C:23]([O-:25])=[O:24])=[C:20]([CH3:22])[N:21]=3)[CH:9]=[CH:10][C:11]=2[O:12][CH2:13][CH:14]([CH3:16])[CH3:15])[CH:5]=[CH:4][N:3]=[CH:2]1.O1CCCC1.CO.[OH-].[Na+].Cl. Product: [N:1]1([C:6]2[CH:7]=[C:8]([C:17]3[S:18][C:19]([C:23]([OH:25])=[O:24])=[C:20]([CH3:22])[N:21]=3)[CH:9]=[CH:10][C:11]=2[O:12][CH2:13][CH:14]([CH3:16])[CH3:15])[CH:5]=[CH:4][N:3]=[CH:2]1. The catalyst class is: 6.